This data is from CYP2D6 inhibition data for predicting drug metabolism from PubChem BioAssay. The task is: Regression/Classification. Given a drug SMILES string, predict its absorption, distribution, metabolism, or excretion properties. Task type varies by dataset: regression for continuous measurements (e.g., permeability, clearance, half-life) or binary classification for categorical outcomes (e.g., BBB penetration, CYP inhibition). Dataset: cyp2d6_veith. (1) The compound is CO[C@@H]1COC(=O)[C@H]2CCCN2C(=O)[C@@H](C)COC(=O)CCC[C@H]1C. The result is 0 (non-inhibitor). (2) The molecule is CSc1nc(NC2CCCC2)c([N+](=O)[O-])c(NC2CCCC2)n1. The result is 0 (non-inhibitor). (3) The compound is COC(=O)[C@@]1(Cc2ccc(OC)cc2)[C@H]2[C@H](CC(=O)C(=O)N3CCCC3)C(=O)C[C@H]2CN1C(=O)c1ccccc1. The result is 0 (non-inhibitor). (4) The compound is COc1ccccc1-c1ccc2ncnc(N(C)Cc3ccco3)c2c1. The result is 1 (inhibitor). (5) The drug is O[Si@](CCCN1CCCCC1)(c1ccc(F)cc1)C1CCCCC1. The result is 1 (inhibitor). (6) The drug is CCCCNC(=O)CCn1c(=S)[nH]c2cc3c(cc2c1=O)OCO3. The result is 0 (non-inhibitor). (7) The compound is COc1c(Cl)cc(Cl)cc1CNCCNCCO.Cl. The result is 1 (inhibitor).